From a dataset of Full USPTO retrosynthesis dataset with 1.9M reactions from patents (1976-2016). Predict the reactants needed to synthesize the given product. (1) Given the product [CH3:9][O:10][NH:11][C:15]([C:17]1[C:18](=[O:45])[C:19]2[CH:24]=[N:23][C:22]([NH:25][CH2:26][CH2:27][CH2:28][N:29]3[CH:33]=[CH:32][N:31]=[CH:30]3)=[N:21][C:20]=2[N:34]([C:36]2[CH:37]=[C:38]3[C:42](=[CH:43][CH:44]=2)[CH2:41][CH2:40][CH2:39]3)[CH:35]=1)=[O:14], predict the reactants needed to synthesize it. The reactants are: C(N(CC)CC)C.Cl.[CH3:9][O:10][NH2:11].C([O:14][C:15]([C:17]1[C:18](=[O:45])[C:19]2[CH:24]=[N:23][C:22]([NH:25][CH2:26][CH2:27][CH2:28][N:29]3[CH:33]=[CH:32][N:31]=[CH:30]3)=[N:21][C:20]=2[N:34]([C:36]2[CH:37]=[C:38]3[C:42](=[CH:43][CH:44]=2)[CH2:41][CH2:40][CH2:39]3)[CH:35]=1)=O)C. (2) Given the product [NH2:1][C:2]1[C:11]([C:12]([NH:25][C:26]2[CH:27]=[N:28][CH:29]=[C:30]([F:45])[C:31]=2[N:32]2[CH2:37][CH2:36][CH:35]([C:38]([O:40][C:41]([CH3:43])([CH3:42])[CH3:44])=[O:39])[CH2:34][CH2:33]2)=[O:14])=[C:5]2[N:6]=[CH:7][C:8]([F:10])=[CH:9][N:4]2[N:3]=1, predict the reactants needed to synthesize it. The reactants are: [NH2:1][C:2]1[C:11]([C:12]([O:14]N2C3C=C(Cl)C=CC=3N=N2)=O)=[C:5]2[N:6]=[CH:7][C:8]([F:10])=[CH:9][N:4]2[N:3]=1.[NH2:25][C:26]1[CH:27]=[N:28][CH:29]=[C:30]([F:45])[C:31]=1[N:32]1[CH2:37][CH2:36][CH:35]([C:38]([O:40][C:41]([CH3:44])([CH3:43])[CH3:42])=[O:39])[CH2:34][CH2:33]1.C(O)C. (3) Given the product [NH2:32][C:24]1[N:25]=[CH:26][C:21]2[CH2:20][N:19]([C:15]3[N:14]=[C:13]([C:11]([NH:10][C:7]4[CH:8]=[CH:9][C:4]([CH:1]([CH3:3])[CH3:2])=[CH:5][CH:6]=4)=[O:12])[CH:18]=[CH:17][CH:16]=3)[CH2:31][CH2:30][C:22]=2[N:23]=1, predict the reactants needed to synthesize it. The reactants are: [CH:1]([C:4]1[CH:9]=[CH:8][C:7]([NH:10][C:11]([C:13]2[CH:18]=[CH:17][CH:16]=[C:15]([N:19]3[CH2:31][CH2:30][C:22]4[N:23]=[C:24](S(C)=O)[N:25]=[CH:26][C:21]=4[CH2:20]3)[N:14]=2)=[O:12])=[CH:6][CH:5]=1)([CH3:3])[CH3:2].[NH4+:32].[OH-].